This data is from Reaction yield outcomes from USPTO patents with 853,638 reactions. The task is: Predict the reaction yield, written as a fraction of the theoretical maximum amount of product (1.0 means a 100% yield; for example, 0.34 means a 34% yield). The reactants are [C:1]([O:5][C:6]([NH:8][C@@H:9]1[C:23](=[O:24])[N:22]2[CH2:25][C@@H:26]([OH:28])[CH2:27][C@H:21]2[C:20](=[O:29])[NH:19][C@:18]2([C:31]([O:33][CH2:34][CH3:35])=[O:32])[CH2:30][C@H:17]2[CH:16]=[CH:15][CH2:14][CH2:13][CH2:12][CH2:11][CH2:10]1)=[O:7])([CH3:4])([CH3:3])[CH3:2].C1N2CCN(CC2)C1.[Br:44][C:45]1[CH:50]=[CH:49][C:48]([S:51](Cl)(=[O:53])=[O:52])=[CH:47][CH:46]=1. The catalyst is C1(C)C=CC=CC=1. The product is [Br:44][C:45]1[CH:50]=[CH:49][C:48]([S:51]([O:28][C@@H:26]2[CH2:25][N:22]3[C:23](=[O:24])[C@@H:9]([NH:8][C:6]([O:5][C:1]([CH3:4])([CH3:3])[CH3:2])=[O:7])[CH2:10][CH2:11][CH2:12][CH2:13][CH2:14][CH:15]=[CH:16][C@@H:17]4[CH2:30][C@@:18]4([C:31]([O:33][CH2:34][CH3:35])=[O:32])[NH:19][C:20](=[O:29])[C@@H:21]3[CH2:27]2)(=[O:53])=[O:52])=[CH:47][CH:46]=1. The yield is 0.870.